From a dataset of SARS-CoV-2 main protease (3CLPro) crystallographic fragment screen with 879 compounds. Binary Classification. Given a drug SMILES string, predict its activity (active/inactive) in a high-throughput screening assay against a specified biological target. The molecule is COC(=O)[C@@H]1CCCN(S(C)(=O)=O)[C@@H]1C. The result is 0 (inactive).